The task is: Predict the product of the given reaction.. This data is from Forward reaction prediction with 1.9M reactions from USPTO patents (1976-2016). (1) Given the reactants [CH2:1]1[CH:6]2[CH2:7][C:8]3[CH:9]=[CH:10][CH:11]=[CH:12][C:13]=3[N:5]2[CH2:4][CH2:3][NH:2]1.C(=O)([O-])[O-].[K+].[K+].[I-].[Na+].Cl.Cl[CH2:24][CH2:25][N:26]1[CH2:32][CH2:31][CH2:30][CH2:29][CH2:28][CH2:27]1, predict the reaction product. The product is: [N:26]1([CH2:25][CH2:24][N:2]2[CH2:3][CH2:4][N:5]3[C:13]4[CH:12]=[CH:11][CH:10]=[CH:9][C:8]=4[CH2:7][CH:6]3[CH2:1]2)[CH2:32][CH2:31][CH2:30][CH2:29][CH2:28][CH2:27]1. (2) Given the reactants [ClH:1].[NH2:2][C:3]1[NH:4][C:5]2[C:10]([C:11]=1C(OCC)=O)=[CH:9][CH:8]=[C:7]([S:17]([N:20]([CH3:22])[CH3:21])(=[O:19])=[O:18])[CH:6]=2, predict the reaction product. The product is: [ClH:1].[CH3:21][N:20]([CH3:22])[S:17]([C:7]1[CH:6]=[C:5]2[C:10]([CH2:11][C:3](=[NH:2])[NH:4]2)=[CH:9][CH:8]=1)(=[O:19])=[O:18]. (3) Given the reactants [NH:1]1[CH2:5][CH2:4][CH2:3][C@@H:2]1[C:6]1[S:10][C:9]([C:11]2[NH:15][C:14]3[CH:16]=[CH:17][CH:18]=[C:19]([C:20]([NH2:22])=[O:21])[C:13]=3[N:12]=2)=[CH:8][CH:7]=1.C=O.[C:25]([BH3-])#N.[Na+], predict the reaction product. The product is: [CH3:25][N:1]1[CH2:5][CH2:4][CH2:3][C@@H:2]1[C:6]1[S:10][C:9]([C:11]2[NH:15][C:14]3[CH:16]=[CH:17][CH:18]=[C:19]([C:20]([NH2:22])=[O:21])[C:13]=3[N:12]=2)=[CH:8][CH:7]=1. (4) Given the reactants [F:1][C:2]1[C:3]([NH:20][C:21]2[CH:26]=[CH:25][CH:24]=[CH:23][CH:22]=2)=[N:4][C:5]([NH:8][C:9]2[CH:14]=[C:13]([N+:15]([O-])=O)[CH:12]=[CH:11][C:10]=2[O:18][CH3:19])=[N:6][CH:7]=1, predict the reaction product. The product is: [NH2:15][C:13]1[CH:12]=[CH:11][C:10]([O:18][CH3:19])=[C:9]([NH:8][C:5]2[N:4]=[C:3]([NH:20][C:21]3[CH:26]=[CH:25][CH:24]=[CH:23][CH:22]=3)[C:2]([F:1])=[CH:7][N:6]=2)[CH:14]=1. (5) Given the reactants Br[C:2]1[CH:3]=[C:4]2[C@:15]3([CH2:19][O:18][C:17]([NH2:20])=[N:16]3)[C:14]3[C:9](=[CH:10][CH:11]=[C:12]([C:21]4[CH:22]=[N:23][CH:24]=[N:25][CH:26]=4)[CH:13]=3)[O:8][C:5]2=[N:6][CH:7]=1.C1COCC1.CN(C=O)C.C(NC(C)C)(C)C.[CH3:44][C:45]([OH:49])([C:47]#[CH:48])[CH3:46], predict the reaction product. The product is: [NH2:20][C:17]1[O:18][CH2:19][C@:15]2([C:4]3[C:5](=[N:6][CH:7]=[C:2]([C:48]#[C:47][C:45]([CH3:46])([OH:49])[CH3:44])[CH:3]=3)[O:8][C:9]3[C:14]2=[CH:13][C:12]([C:21]2[CH:22]=[N:23][CH:24]=[N:25][CH:26]=2)=[CH:11][CH:10]=3)[N:16]=1.